From a dataset of Reaction yield outcomes from USPTO patents with 853,638 reactions. Predict the reaction yield, written as a fraction of the theoretical maximum amount of product (1.0 means a 100% yield; for example, 0.34 means a 34% yield). (1) The reactants are FC(F)(F)C(O)=O.[Cl:8][C:9]1[N:10]=[CH:11][N:12]([C:14]2[CH:19]=[CH:18][C:17]([NH:20][C:21]3[N:38]=[C:24]4[CH:25]([C:31]5[CH:36]=[CH:35][C:34]([F:37])=[CH:33][CH:32]=5)[CH2:26][C:27](=O)[CH2:28][CH2:29][N:23]4[N:22]=3)=[CH:16][C:15]=2[O:39][CH3:40])[CH:13]=1.[NH:41]1[CH2:45][CH2:44][CH2:43][CH2:42]1.C([BH3-])#N.[Na+].C(O)(C(F)(F)F)=O. The catalyst is C(O)C. The product is [Cl:8][C:9]1[N:10]=[CH:11][N:12]([C:14]2[CH:19]=[CH:18][C:17]([NH:20][C:21]3[N:38]=[C:24]4[CH:25]([C:31]5[CH:32]=[CH:33][C:34]([F:37])=[CH:35][CH:36]=5)[CH2:26][CH:27]([N:41]5[CH2:45][CH2:44][CH2:43][CH2:42]5)[CH2:28][CH2:29][N:23]4[N:22]=3)=[CH:16][C:15]=2[O:39][CH3:40])[CH:13]=1. The yield is 0.350. (2) The reactants are [CH3:1][C:2]1([CH3:14])[C:6]([CH3:8])([CH3:7])[O:5][B:4]([C:9]2[CH:10]=[N:11][NH:12][CH:13]=2)[O:3]1.C([O-])([O-])=O.[Cs+].[Cs+].Br[CH2:22][CH2:23][OH:24].CN(C=O)C. The catalyst is C(OCC)(=O)C. The product is [CH3:1][C:2]1([CH3:14])[C:6]([CH3:7])([CH3:8])[O:5][B:4]([C:9]2[CH:13]=[N:12][N:11]([CH2:22][CH2:23][OH:24])[CH:10]=2)[O:3]1. The yield is 0.315. (3) The yield is 0.660. The catalyst is C(Cl)Cl.CN(C)C1C=CN=CC=1. The product is [Br:1][CH2:2][CH2:3][CH2:4][O:5][Si:10]([C:6]([CH3:9])([CH3:8])[CH3:7])([C:17]1[CH:18]=[CH:19][CH:20]=[CH:21][CH:22]=1)[C:11]1[CH:16]=[CH:15][CH:14]=[CH:13][CH:12]=1. The reactants are [Br:1][CH2:2][CH2:3][CH2:4][OH:5].[C:6]([Si:10](Cl)([C:17]1[CH:22]=[CH:21][CH:20]=[CH:19][CH:18]=1)[C:11]1[CH:16]=[CH:15][CH:14]=[CH:13][CH:12]=1)([CH3:9])([CH3:8])[CH3:7].N1C=CN=C1. (4) The reactants are FC(F)(F)S([O:6][S:7]([C:10]([F:13])([F:12])[F:11])(=[O:9])=[O:8])(=O)=O.[CH3:16][O:17][C:18](=[O:42])[CH:19]([C:24]1[CH:25]=[C:26]([C:31]2[CH:36]=[CH:35][C:34]([Cl:37])=[C:33]([C:38]([F:41])([F:40])[F:39])[CH:32]=2)[CH:27]=[C:28](O)[CH:29]=1)[CH2:20][CH:21]([CH3:23])[CH3:22].N1C=CC=CC=1.Cl. The catalyst is C(Cl)Cl. The product is [CH3:16][O:17][C:18](=[O:42])[CH:19]([C:24]1[CH:25]=[C:26]([C:31]2[CH:36]=[CH:35][C:34]([Cl:37])=[C:33]([C:38]([F:41])([F:39])[F:40])[CH:32]=2)[CH:27]=[C:28]([O:6][S:7]([C:10]([F:11])([F:12])[F:13])(=[O:8])=[O:9])[CH:29]=1)[CH2:20][CH:21]([CH3:23])[CH3:22]. The yield is 1.00.